Dataset: Catalyst prediction with 721,799 reactions and 888 catalyst types from USPTO. Task: Predict which catalyst facilitates the given reaction. (1) Reactant: C[O:2][C:3]([C:5]1[S:9][C:8]([CH2:10][CH2:11][C:12]2[C:13]([C:18]3[CH:23]=[CH:22][CH:21]=[CH:20][N:19]=3)=[N:14][O:15][C:16]=2[CH3:17])=[N:7][CH:6]=1)=[O:4].O.[OH-].[Li+]. Product: [CH3:17][C:16]1[O:15][N:14]=[C:13]([C:18]2[CH:23]=[CH:22][CH:21]=[CH:20][N:19]=2)[C:12]=1[CH2:11][CH2:10][C:8]1[S:9][C:5]([C:3]([OH:4])=[O:2])=[CH:6][N:7]=1. The catalyst class is: 20. (2) Reactant: [O:1]1CCC[CH2:2]1.[NH2:6][C:7]1[C:12]([NH:13][CH3:14])=[CH:11][CH:10]=[CH:9][C:8]=1[C:15]1[CH:20]=[CH:19][CH:18]=[C:17]([C:21]([O:23][CH2:24][CH3:25])=[O:22])[CH:16]=1. Product: [CH3:14][N:13]1[C:12]2[CH:11]=[CH:10][CH:9]=[C:8]([C:15]3[CH:16]=[C:17]([CH:18]=[CH:19][CH:20]=3)[C:21]([O:23][CH2:24][CH3:25])=[O:22])[C:7]=2[NH:6][C:2]1=[O:1]. The catalyst class is: 13. (3) The catalyst class is: 24. Reactant: [F:1][C:2]([F:8])([F:7])[CH2:3][CH2:4][CH:5]=O.C1(N(C)C2C=CC([C:22]3C=CC=[CH:24][C:23]=3[C:28]3NN=N[N:29]=3)=CC=2NC(NC2C=CC(C(F)(F)F)=CC=2)=O)CCCCC1.[BH4-].[Na+]. Product: [F:1][C:2]([F:8])([F:7])[CH2:3][CH2:4][CH2:5][NH:29][CH2:28][C:23]([CH3:24])=[CH2:22]. (4) Reactant: [C:1]1([NH2:8])[CH:6]=[CH:5][CH:4]=[C:3]([NH2:7])[CH:2]=1.[CH:9]1([C:15](O)=[O:16])[CH2:14][CH2:13][CH2:12][CH2:11][CH2:10]1.C1C=CC2N(O)N=NC=2C=1.CCN=C=NCCCN(C)C. Product: [NH2:7][C:3]1[CH:2]=[C:1]([NH:8][C:15]([CH:9]2[CH2:14][CH2:13][CH2:12][CH2:11][CH2:10]2)=[O:16])[CH:6]=[CH:5][CH:4]=1. The catalyst class is: 18.